From a dataset of Peptide-MHC class I binding affinity with 185,985 pairs from IEDB/IMGT. Regression. Given a peptide amino acid sequence and an MHC pseudo amino acid sequence, predict their binding affinity value. This is MHC class I binding data. (1) The peptide sequence is ITLVYKVYY. The MHC is HLA-A24:02 with pseudo-sequence HLA-A24:02. The binding affinity (normalized) is 0. (2) The binding affinity (normalized) is 0.734. The peptide sequence is LRLTVWGTK. The MHC is HLA-B27:05 with pseudo-sequence HLA-B27:05. (3) The peptide sequence is PPTTDADVF. The MHC is Mamu-B17 with pseudo-sequence Mamu-B17. The binding affinity (normalized) is 0.216. (4) The peptide sequence is DVSLSAYIIR. The MHC is HLA-A11:01 with pseudo-sequence HLA-A11:01. The binding affinity (normalized) is 0.407. (5) The peptide sequence is KKCCYHCQFCF. The MHC is Mamu-B08 with pseudo-sequence Mamu-B08. The binding affinity (normalized) is 0.362.